From a dataset of Retrosynthesis with 50K atom-mapped reactions and 10 reaction types from USPTO. Predict the reactants needed to synthesize the given product. (1) Given the product CC(C)(C)OC(=O)Nc1cc2[nH]c(N3CCOCC3)c3cn[nH]c(=O)c(c1)c23, predict the reactants needed to synthesize it. The reactants are: C1COCCN1.CC(C)(C)OC(=O)Nc1cc2[nH]c(Cl)c3cn[nH]c(=O)c(c1)c23. (2) The reactants are: CCOC(=O)Cl.COC(=O)c1ccc(C(C)(C)N)cc1. Given the product CCOC(=O)NC(C)(C)c1ccc(C(=O)OC)cc1, predict the reactants needed to synthesize it.